From a dataset of NCI-60 drug combinations with 297,098 pairs across 59 cell lines. Regression. Given two drug SMILES strings and cell line genomic features, predict the synergy score measuring deviation from expected non-interaction effect. (1) Drug 1: CC1=C2C(C(=O)C3(C(CC4C(C3C(C(C2(C)C)(CC1OC(=O)C(C(C5=CC=CC=C5)NC(=O)OC(C)(C)C)O)O)OC(=O)C6=CC=CC=C6)(CO4)OC(=O)C)O)C)O. Drug 2: C(=O)(N)NO. Cell line: LOX IMVI. Synergy scores: CSS=4.37, Synergy_ZIP=1.83, Synergy_Bliss=8.04, Synergy_Loewe=1.67, Synergy_HSA=3.11. (2) Drug 1: CC1=C(C=C(C=C1)NC(=O)C2=CC=C(C=C2)CN3CCN(CC3)C)NC4=NC=CC(=N4)C5=CN=CC=C5. Drug 2: CC1=C(N=C(N=C1N)C(CC(=O)N)NCC(C(=O)N)N)C(=O)NC(C(C2=CN=CN2)OC3C(C(C(C(O3)CO)O)O)OC4C(C(C(C(O4)CO)O)OC(=O)N)O)C(=O)NC(C)C(C(C)C(=O)NC(C(C)O)C(=O)NCCC5=NC(=CS5)C6=NC(=CS6)C(=O)NCCC[S+](C)C)O. Cell line: T-47D. Synergy scores: CSS=5.52, Synergy_ZIP=-0.181, Synergy_Bliss=-1.31, Synergy_Loewe=-5.45, Synergy_HSA=-2.30. (3) Drug 1: C1C(C(OC1N2C=NC3=C(N=C(N=C32)Cl)N)CO)O. Drug 2: CC1C(C(CC(O1)OC2CC(OC(C2O)C)OC3=CC4=CC5=C(C(=O)C(C(C5)C(C(=O)C(C(C)O)O)OC)OC6CC(C(C(O6)C)O)OC7CC(C(C(O7)C)O)OC8CC(C(C(O8)C)O)(C)O)C(=C4C(=C3C)O)O)O)O. Cell line: SK-OV-3. Synergy scores: CSS=22.5, Synergy_ZIP=-2.88, Synergy_Bliss=0.592, Synergy_Loewe=-9.70, Synergy_HSA=-0.681. (4) Drug 1: CCC(=C(C1=CC=CC=C1)C2=CC=C(C=C2)OCCN(C)C)C3=CC=CC=C3.C(C(=O)O)C(CC(=O)O)(C(=O)O)O. Drug 2: C(CCl)NC(=O)N(CCCl)N=O. Cell line: UO-31. Synergy scores: CSS=-0.551, Synergy_ZIP=0.847, Synergy_Bliss=1.86, Synergy_Loewe=-1.32, Synergy_HSA=-0.546.